From a dataset of NCI-60 drug combinations with 297,098 pairs across 59 cell lines. Regression. Given two drug SMILES strings and cell line genomic features, predict the synergy score measuring deviation from expected non-interaction effect. (1) Drug 1: CN1CCC(CC1)COC2=C(C=C3C(=C2)N=CN=C3NC4=C(C=C(C=C4)Br)F)OC. Drug 2: C1=CC(=CC=C1CC(C(=O)O)N)N(CCCl)CCCl.Cl. Cell line: MCF7. Synergy scores: CSS=16.8, Synergy_ZIP=-5.88, Synergy_Bliss=-0.0894, Synergy_Loewe=-7.02, Synergy_HSA=0.235. (2) Drug 1: CCN(CC)CCNC(=O)C1=C(NC(=C1C)C=C2C3=C(C=CC(=C3)F)NC2=O)C. Drug 2: CC(C)CN1C=NC2=C1C3=CC=CC=C3N=C2N. Cell line: SF-539. Synergy scores: CSS=6.96, Synergy_ZIP=-4.19, Synergy_Bliss=-2.24, Synergy_Loewe=-0.546, Synergy_HSA=-1.60. (3) Drug 1: CC1=CC2C(CCC3(C2CCC3(C(=O)C)OC(=O)C)C)C4(C1=CC(=O)CC4)C. Drug 2: CC1CCC2CC(C(=CC=CC=CC(CC(C(=O)C(C(C(=CC(C(=O)CC(OC(=O)C3CCCCN3C(=O)C(=O)C1(O2)O)C(C)CC4CCC(C(C4)OC)O)C)C)O)OC)C)C)C)OC. Cell line: UO-31. Synergy scores: CSS=14.4, Synergy_ZIP=-9.46, Synergy_Bliss=-9.70, Synergy_Loewe=-24.7, Synergy_HSA=-8.94. (4) Drug 1: C1CC(=O)NC(=O)C1N2CC3=C(C2=O)C=CC=C3N. Drug 2: CCCCC(=O)OCC(=O)C1(CC(C2=C(C1)C(=C3C(=C2O)C(=O)C4=C(C3=O)C=CC=C4OC)O)OC5CC(C(C(O5)C)O)NC(=O)C(F)(F)F)O. Cell line: NCI-H322M. Synergy scores: CSS=2.31, Synergy_ZIP=-2.64, Synergy_Bliss=-4.24, Synergy_Loewe=-1.90, Synergy_HSA=-1.79. (5) Drug 1: CC(CN1CC(=O)NC(=O)C1)N2CC(=O)NC(=O)C2. Drug 2: C1=NC2=C(N=C(N=C2N1C3C(C(C(O3)CO)O)O)F)N. Cell line: MCF7. Synergy scores: CSS=10.0, Synergy_ZIP=-1.95, Synergy_Bliss=1.23, Synergy_Loewe=-1.45, Synergy_HSA=-0.300.